This data is from Forward reaction prediction with 1.9M reactions from USPTO patents (1976-2016). The task is: Predict the product of the given reaction. (1) Given the reactants [C:1]1(=O)[NH:6][CH2:5][C:4](=O)[N:3]2[CH2:8][CH2:9][CH2:10][CH:2]12.[H-].[H-].[H-].[H-].[Li+].[Al+3].C(Cl)Cl.CO, predict the reaction product. The product is: [CH2:1]1[NH:6][CH2:5][CH2:4][N:3]2[CH2:8][CH2:9][CH2:10][CH:2]12. (2) The product is: [Cl:30][CH:8]([C:5]1[CH:6]=[CH:7][C:2]([Cl:1])=[CH:3][CH:4]=1)[C:9]1[CH:10]=[CH:11][C:12]2[NH:18][C:17](=[O:19])[CH2:16][N:15]=[C:14]([C:20]3[CH:25]=[CH:24][CH:23]=[CH:22][CH:21]=3)[C:13]=2[CH:26]=1. Given the reactants [Cl:1][C:2]1[CH:7]=[CH:6][C:5]([CH:8](O)[C:9]2[CH:10]=[CH:11][C:12]3[NH:18][C:17](=[O:19])[CH2:16][N:15]=[C:14]([C:20]4[CH:25]=[CH:24][CH:23]=[CH:22][CH:21]=4)[C:13]=3[CH:26]=2)=[CH:4][CH:3]=1.S(Cl)([Cl:30])=O, predict the reaction product. (3) Given the reactants [C:1]1([C:7]2([CH3:18])[C:12](=[O:13])[N:11]([CH2:14][CH3:15])[C:10](=[O:16])[NH:9][C:8]2=[O:17])[CH2:6][CH2:5][CH2:4][CH2:3][CH:2]=1.Br[CH2:20][C:21]([C:23]1[CH:28]=[CH:27][CH:26]=[C:25]([O:29][CH3:30])[CH:24]=1)=[O:22], predict the reaction product. The product is: [C:1]1([C:7]2([CH3:18])[C:12](=[O:13])[N:11]([CH2:14][CH3:15])[C:10](=[O:16])[N:9]([CH2:20][C:21]([C:23]3[CH:28]=[CH:27][CH:26]=[C:25]([O:29][CH3:30])[CH:24]=3)=[O:22])[C:8]2=[O:17])[CH2:6][CH2:5][CH2:4][CH2:3][CH:2]=1. (4) Given the reactants [CH:1]1([CH2:4][O:5][C:6]2[CH:11]=[CH:10][C:9]([S:12]([CH3:15])(=[O:14])=[O:13])=[CH:8][C:7]=2[C:16]2[CH:17]=[C:18]([CH3:23])[C:19](=[O:22])[NH:20][CH:21]=2)[CH2:3][CH2:2]1.CS(O[CH2:29][C:30]1[N:31]=[CH:32][O:33][CH:34]=1)(=O)=O.CS(OCC1COC1)(=O)=O, predict the reaction product. The product is: [CH:1]1([CH2:4][O:5][C:6]2[CH:11]=[CH:10][C:9]([S:12]([CH3:15])(=[O:14])=[O:13])=[CH:8][C:7]=2[C:16]2[CH:17]=[C:18]([CH3:23])[C:19](=[O:22])[N:20]([CH2:29][C:30]3[N:31]=[CH:32][O:33][CH:34]=3)[CH:21]=2)[CH2:3][CH2:2]1. (5) The product is: [CH3:1][O:2][C:3](=[O:30])[CH2:4][C:5]1[CH:10]=[CH:9][CH:8]=[C:7]([O:11][CH2:12][CH2:13][CH2:14][N:15]([CH2:16][CH:17]([C:24]2[CH:29]=[CH:28][CH:27]=[CH:26][CH:25]=2)[C:18]2[CH:19]=[CH:20][CH:21]=[CH:22][CH:23]=2)[CH2:36][C:35]2[CH:38]=[C:39]([O:41][CH3:42])[CH:40]=[C:33]([O:32][CH3:31])[CH:34]=2)[CH:6]=1. Given the reactants [CH3:1][O:2][C:3](=[O:30])[CH2:4][C:5]1[CH:10]=[CH:9][CH:8]=[C:7]([O:11][CH2:12][CH2:13][CH2:14][NH:15][CH2:16][CH:17]([C:24]2[CH:29]=[CH:28][CH:27]=[CH:26][CH:25]=2)[C:18]2[CH:23]=[CH:22][CH:21]=[CH:20][CH:19]=2)[CH:6]=1.[CH3:31][O:32][C:33]1[CH:34]=[C:35]([CH:38]=[C:39]([O:41][CH3:42])[CH:40]=1)[CH2:36]Br.C(=O)([O-])[O-].[K+].[K+], predict the reaction product. (6) The product is: [OH:16][CH:11]1[CH2:12][CH2:13][CH2:14][CH2:15][CH:10]1[NH:9][C:1]1[CH2:6][CH2:5][CH2:4][C:3](=[O:7])[CH:2]=1. Given the reactants [C:1]1(=O)[CH2:6][CH2:5][CH2:4][C:3](=[O:7])[CH2:2]1.[NH2:9][CH:10]1[CH2:15][CH2:14][CH2:13][CH2:12][CH:11]1[OH:16], predict the reaction product. (7) Given the reactants [CH3:1][O:2][C:3]1[CH:10]=[CH:9][C:6]([CH:7]=O)=[CH:5][CH:4]=1.[S:11]1[C:15]([NH2:16])=[N:14][CH:13]=[N:12]1.C(O[BH-](OC(=O)C)OC(=O)C)(=O)C.[Na+].O, predict the reaction product. The product is: [CH3:1][O:2][C:3]1[CH:10]=[CH:9][C:6]([CH2:7][NH:16][C:15]2[S:11][N:12]=[CH:13][N:14]=2)=[CH:5][CH:4]=1. (8) Given the reactants [C:1]([NH:5][C:6]([C:8]1[C:16]2[C:11](=[N:12][CH:13]=[C:14]([C:17]3[N:18]=[CH:19][N:20]4[CH:25]=[CH:24][CH:23]=[CH:22][C:21]=34)[N:15]=2)[N:10](COCC[Si](C)(C)C)[CH:9]=1)=[O:7])([CH3:4])([CH3:3])[CH3:2], predict the reaction product. The product is: [C:1]([NH:5][C:6]([C:8]1[C:16]2[C:11](=[N:12][CH:13]=[C:14]([C:17]3[N:18]=[CH:19][N:20]4[CH2:25][CH2:24][CH2:23][CH2:22][C:21]=34)[N:15]=2)[NH:10][CH:9]=1)=[O:7])([CH3:4])([CH3:2])[CH3:3]. (9) Given the reactants F[C:2]1[CH:7]=[CH:6][C:5]([N+:8]([O-:10])=[O:9])=[CH:4][CH:3]=1.[NH:11]1[CH2:16][CH2:15][S:14][CH2:13][CH2:12]1.C(OCC)(=O)C.C(=O)(O)[O-].[Na+], predict the reaction product. The product is: [N+:8]([C:5]1[CH:6]=[CH:7][C:2]([N:11]2[CH2:16][CH2:15][S:14][CH2:13][CH2:12]2)=[CH:3][CH:4]=1)([O-:10])=[O:9].